Dataset: Reaction yield outcomes from USPTO patents with 853,638 reactions. Task: Predict the reaction yield, written as a fraction of the theoretical maximum amount of product (1.0 means a 100% yield; for example, 0.34 means a 34% yield). (1) The yield is 0.370. The reactants are [NH:1]1[C:5]2=[N:6][C:7]([CH2:10][CH2:11][CH2:12][CH2:13][CH:14](O)[CH:15]=[CH:16][C:17]3[CH:18]=[N:19][C:20]([CH3:23])=[N:21][CH:22]=3)=[CH:8][CH:9]=[C:4]2[CH2:3][CH2:2]1.[C:25](O)(=[O:28])[CH2:26]C.[C:30]([CH3:40])(OCC)([O:34]CC)[O:31][CH2:32][CH3:33]. The product is [CH2:32]([O:31][C:30](=[O:34])[CH2:40][CH:16]([C:17]1[CH:18]=[N:19][C:20]([CH3:23])=[N:21][CH:22]=1)[CH:15]=[CH:14][CH2:13][CH2:12][CH2:11][CH2:10][C:7]1[N:6]=[C:5]2[N:1]([C:25](=[O:28])[CH3:26])[CH2:2][CH2:3][C:4]2=[CH:9][CH:8]=1)[CH3:33]. No catalyst specified. (2) The reactants are Br[CH2:2][C:3]([O:5][CH2:6][CH3:7])=[O:4].[OH:8][C@@H:9]([CH2:27][CH2:28][CH2:29][CH2:30][CH3:31])[CH2:10][CH2:11][C@@H:12]1[C@H:16]2[CH2:17][C:18]3[CH:19]=[CH:20][CH:21]=[C:22]([OH:25])[C:23]=3[CH2:24][C@H:15]2[CH2:14][C@H:13]1[OH:26].C(=O)([O-])[O-].[K+].[K+].[I-].[K+]. The catalyst is CC(C)=O.CCCCCCC.C(OCC)(=O)C.CCCCCCC. The product is [OH:26][C@H:13]1[C@H:12]([CH2:11][CH2:10][C@@H:9]([OH:8])[CH2:27][CH2:28][CH2:29][CH2:30][CH3:31])[C@H:16]2[CH2:17][C:18]3[C:23]([CH2:24][C@H:15]2[CH2:14]1)=[C:22]([O:25][CH2:2][C:3]([O:5][CH2:6][CH3:7])=[O:4])[CH:21]=[CH:20][CH:19]=3. The yield is 0.960. (3) The reactants are Cl[C:2]1[CH:3]=[CH:4][C:5]2[O:14][CH2:13][CH2:12][C:11]3[CH:10]=[C:9]([C:15]4[N:16]([C:20]5[CH:25]=[CH:24][C:23]([F:26])=[CH:22][C:21]=5[F:27])[N:17]=[CH:18][N:19]=4)[S:8][C:7]=3[C:6]=2[N:28]=1.[CH3:29][N:30]([CH3:34])[CH2:31][C:32]#[CH:33].C([O-])([O-])=O.[K+].[K+].C1(P(C2C=CC=CC=2)CCCP(C2C=CC=CC=2)C2C=CC=CC=2)C=CC=CC=1. The catalyst is CN(C=O)C.[Cu]I.CC([O-])=O.CC([O-])=O.[Pd+2].O. The product is [F:27][C:21]1[CH:22]=[C:23]([F:26])[CH:24]=[CH:25][C:20]=1[N:16]1[C:15]([C:9]2[S:8][C:7]3[C:6]4[N:28]=[C:2]([C:33]#[C:32][CH2:31][N:30]([CH3:34])[CH3:29])[CH:3]=[CH:4][C:5]=4[O:14][CH2:13][CH2:12][C:11]=3[CH:10]=2)=[N:19][CH:18]=[N:17]1. The yield is 0.950. (4) The reactants are [Cl:1][C:2]1[N:9]=[C:8](Cl)[CH:7]=[C:6]([C:11]([F:14])([F:13])[F:12])[C:3]=1[C:4]#[N:5].CCO.CCN(C(C)C)C(C)C.Cl.Cl.[CH3:29][N:30]1[C:34]2[CH:35]=[CH:36][CH:37]=[CH:38][C:33]=2[N:32]=[C:31]1[CH:39]([OH:48])[CH2:40][NH:41][CH:42]1[CH2:47][CH2:46][NH:45][CH2:44][CH2:43]1. The catalyst is CCOC(C)=O. The product is [Cl:1][C:2]1[N:9]=[C:8]([N:45]2[CH2:46][CH2:47][CH:42]([NH:41][CH2:40][CH:39]([OH:48])[C:31]3[N:30]([CH3:29])[C:34]4[CH:35]=[CH:36][CH:37]=[CH:38][C:33]=4[N:32]=3)[CH2:43][CH2:44]2)[CH:7]=[C:6]([C:11]([F:14])([F:13])[F:12])[C:3]=1[C:4]#[N:5]. The yield is 0.624. (5) The reactants are [CH2:1]([O:8][C:9]([N:11]1[CH2:16][C@H:15]([C:17]2[N:21]3[CH:22]=[CH:23][N:24]=[C:25](Cl)[C:20]3=[C:19]([Br:27])[N:18]=2)[CH2:14][CH2:13][C@H:12]1[CH2:28][O:29][CH3:30])=[O:10])[C:2]1[CH:7]=[CH:6][CH:5]=[CH:4][CH:3]=1.[NH4+:31].[OH-].CC(O)C. No catalyst specified. The product is [NH2:31][C:25]1[C:20]2[N:21]([C:17]([C@H:15]3[CH2:16][N:11]([C:9]([O:8][CH2:1][C:2]4[CH:7]=[CH:6][CH:5]=[CH:4][CH:3]=4)=[O:10])[C@H:12]([CH2:28][O:29][CH3:30])[CH2:13][CH2:14]3)=[N:18][C:19]=2[Br:27])[CH:22]=[CH:23][N:24]=1. The yield is 0.890. (6) The reactants are C([O:3][C:4](=[O:22])[CH2:5][C:6]1[CH:11]=[CH:10][C:9]([S:12](=[O:21])(=[O:20])[NH:13][C:14]2[CH:19]=[CH:18][CH:17]=[CH:16][N:15]=2)=[CH:8][CH:7]=1)C.[OH-].[K+]. The catalyst is C(O)C. The product is [N:15]1[CH:16]=[CH:17][CH:18]=[CH:19][C:14]=1[NH:13][S:12]([C:9]1[CH:10]=[CH:11][C:6]([CH2:5][C:4]([OH:22])=[O:3])=[CH:7][CH:8]=1)(=[O:20])=[O:21]. The yield is 0.650. (7) The reactants are [F:1][C:2]1[CH:20]=[CH:19][C:5]([CH2:6][NH:7][C:8]([C:10]2[CH:15]=[C:14]([CH:16]=[O:17])[N:13]=[C:12]([CH3:18])[N:11]=2)=[O:9])=[CH:4][C:3]=1[O:21][CH3:22].[CH3:23][Mg]Br. The catalyst is C1COCC1.CCOCC. The product is [F:1][C:2]1[CH:20]=[CH:19][C:5]([CH2:6][NH:7][C:8]([C:10]2[CH:15]=[C:14]([CH:16]([OH:17])[CH3:23])[N:13]=[C:12]([CH3:18])[N:11]=2)=[O:9])=[CH:4][C:3]=1[O:21][CH3:22]. The yield is 0.476. (8) The reactants are Br[C:2]1[CH:7]=[C:6]([N+:8]([O-])=O)[CH:5]=[CH:4][C:3]=1[C:11]([CH3:16])([CH2:14][OH:15])[CH2:12][OH:13].C([O-])=O.[NH4+]. The catalyst is C(O)C.[Pd]. The product is [NH2:8][C:6]1[CH:5]=[CH:4][C:3]([C:11]([CH3:16])([CH2:14][OH:15])[CH2:12][OH:13])=[CH:2][CH:7]=1. The yield is 0.850.